This data is from Catalyst prediction with 721,799 reactions and 888 catalyst types from USPTO. The task is: Predict which catalyst facilitates the given reaction. (1) Reactant: [CH:1]1([C:4]2[C:5]([O:15][CH2:16][CH:17]3[CH2:22][CH2:21][NH:20][CH2:19][CH2:18]3)=[CH:6][C:7]([F:14])=[C:8]([CH:13]=2)[C:9]([O:11][CH3:12])=[O:10])[CH2:3][CH2:2]1.[Cl:23][C:24]1[N:28]([CH3:29])[N:27]=[C:26]([C:30]([F:33])([F:32])[F:31])[C:25]=1[CH:34]=O.C(O[BH-](OC(=O)C)OC(=O)C)(=O)C.[Na+].C(O)(=O)C. Product: [Cl:23][C:24]1[N:28]([CH3:29])[N:27]=[C:26]([C:30]([F:33])([F:32])[F:31])[C:25]=1[CH2:34][N:20]1[CH2:19][CH2:18][CH:17]([CH2:16][O:15][C:5]2[C:4]([CH:1]3[CH2:3][CH2:2]3)=[CH:13][C:8]([C:9]([O:11][CH3:12])=[O:10])=[C:7]([F:14])[CH:6]=2)[CH2:22][CH2:21]1. The catalyst class is: 68. (2) Reactant: ClC([O:4][C:5](Cl)(Cl)Cl)=O.[Cl:9][C:10]1[CH:15]=[C:14]([C:16]([F:19])([F:18])[F:17])[CH:13]=[C:12]([Cl:20])[C:11]=1[O:21][C:22]1[CH:26]=[C:25]([CH3:27])[NH:24][N:23]=1.[NH3:28].O. Product: [Cl:20][C:12]1[CH:13]=[C:14]([C:16]([F:19])([F:17])[F:18])[CH:15]=[C:10]([Cl:9])[C:11]=1[O:21][C:22]1[CH:26]=[C:25]([CH3:27])[N:24]([C:5]([NH2:28])=[O:4])[N:23]=1. The catalyst class is: 22. (3) Reactant: [Br:1][C:2]1[CH:3]=[N:4][C:5]([C:8]2[N:9]([CH3:48])[C:10]3[C:15]([C:16]=2[CH:17]2[CH2:21][CH2:20][CH2:19][CH2:18]2)=[CH:14][CH:13]=[C:12]([C:22]([NH:24][C:25]2([C:29]4[N:33]([CH3:34])[C:32]5[CH:35]=[C:36](/[CH:39]=[CH:40]/[C:41]([O:43]CCCC)=[O:42])[CH:37]=[CH:38][C:31]=5[N:30]=4)[CH2:28][CH2:27][CH2:26]2)=[O:23])[CH:11]=3)=[N:6][CH:7]=1.CO.[OH-].[Na+].C(O)(=O)C. The catalyst class is: 1. Product: [Br:1][C:2]1[CH:3]=[N:4][C:5]([C:8]2[N:9]([CH3:48])[C:10]3[C:15]([C:16]=2[CH:17]2[CH2:18][CH2:19][CH2:20][CH2:21]2)=[CH:14][CH:13]=[C:12]([C:22]([NH:24][C:25]2([C:29]4[N:33]([CH3:34])[C:32]5[CH:35]=[C:36](/[CH:39]=[CH:40]/[C:41]([OH:43])=[O:42])[CH:37]=[CH:38][C:31]=5[N:30]=4)[CH2:26][CH2:27][CH2:28]2)=[O:23])[CH:11]=3)=[N:6][CH:7]=1. (4) Reactant: [C:1]([C:5]1[CH:10]=[CH:9][C:8]([C:11](=[O:13])[CH3:12])=[CH:7][CH:6]=1)([CH3:4])([CH3:3])[CH3:2].[C:14]([O:19][CH2:20][CH3:21])(=[O:18])[C:15]([O-])=[O:16]. Product: [CH3:3][C:1]([C:5]1[CH:6]=[CH:7][C:8]([C:11](=[O:13])/[CH:12]=[C:15](\[OH:16])/[C:14]([O:19][CH2:20][CH3:21])=[O:18])=[CH:9][CH:10]=1)([CH3:4])[CH3:2]. The catalyst class is: 14. (5) Reactant: Cl.C(OC[N:6]1[CH:10]=[CH:9][N:8]=[C:7]1[C:11]1[S:12][CH:13]=[CH:14][N:15]=1)C.[OH-].[Na+].C([O-])(O)=O.[Na+]. Product: [NH:6]1[CH:10]=[CH:9][N:8]=[C:7]1[C:11]1[S:12][CH:13]=[CH:14][N:15]=1. The catalyst class is: 40. (6) Reactant: CS(O[CH2:6][C:7]1[CH:8]=[C:9]2[C:13](=[CH:14][CH:15]=1)[CH2:12][N:11]([C:16]([O:18][C:19]([CH3:22])([CH3:21])[CH3:20])=[O:17])[CH2:10]2)(=O)=O.C([O-])([O-])=O.[K+].[K+].[CH3:29][N:30]1[CH2:35][CH2:34][NH:33][CH2:32][CH2:31]1. Product: [CH3:29][N:30]1[CH2:35][CH2:34][N:33]([CH2:6][C:7]2[CH:8]=[C:9]3[C:13](=[CH:14][CH:15]=2)[CH2:12][N:11]([C:16]([O:18][C:19]([CH3:22])([CH3:21])[CH3:20])=[O:17])[CH2:10]3)[CH2:32][CH2:31]1. The catalyst class is: 21. (7) Reactant: [NH:1]1[CH2:9][CH2:8][CH2:7][CH:3]([C:4]([NH2:6])=[O:5])[CH2:2]1.[C:10](O[C:10]([O:12][C:13]([CH3:16])([CH3:15])[CH3:14])=[O:11])([O:12][C:13]([CH3:16])([CH3:15])[CH3:14])=[O:11].[OH-].[Na+]. Product: [C:13]([O:12][C:10]([N:1]1[CH2:9][CH2:8][CH2:7][C@@H:3]([C:4]([NH2:6])=[O:5])[CH2:2]1)=[O:11])([CH3:16])([CH3:15])[CH3:14]. The catalyst class is: 1.